From a dataset of Full USPTO retrosynthesis dataset with 1.9M reactions from patents (1976-2016). Predict the reactants needed to synthesize the given product. (1) The reactants are: Br[C:2]1[CH:11]=[CH:10][C:9]2[C:4](=[CH:5][C:6]([F:12])=[CH:7][CH:8]=2)[C:3]=1[CH:13]=[O:14].[CH2:15]([Sn](CC)(CC)CC)[CH3:16].O. Given the product [CH2:15]([C:2]1[CH:11]=[CH:10][C:9]2[C:4](=[CH:5][C:6]([F:12])=[CH:7][CH:8]=2)[C:3]=1[CH:13]=[O:14])[CH3:16], predict the reactants needed to synthesize it. (2) Given the product [CH3:1][O:2][C:3]1[CH:9]=[CH:8][C:6]([NH:7][CH:13]=[C:14]([C:15]([O:17][CH2:18][CH3:19])=[O:16])[C:20]([O:22][CH2:23][CH3:24])=[O:21])=[CH:5][CH:4]=1, predict the reactants needed to synthesize it. The reactants are: [CH3:1][O:2][C:3]1[CH:9]=[CH:8][C:6]([NH2:7])=[CH:5][CH:4]=1.C(O[CH:13]=[C:14]([C:20]([O:22][CH2:23][CH3:24])=[O:21])[C:15]([O:17][CH2:18][CH3:19])=[O:16])C. (3) Given the product [OH:1][C@@H:2]1[C@H:7]([OH:8])[CH2:6][CH2:5][CH2:4][C@H:3]1[NH:9][C:10](=[O:26])[C:11]1[CH:16]=[CH:15][N:14]=[CH:13][C:12]=1[NH:17][C:18]1[CH:23]=[CH:22][CH:21]=[CH:20][C:19]=1[F:25], predict the reactants needed to synthesize it. The reactants are: [OH:1][C@@H:2]1[C@H:7]([OH:8])[CH2:6][CH2:5][CH2:4][C@H:3]1[NH:9][C:10](=[O:26])[C:11]1[CH:16]=[CH:15][N:14]=[CH:13][C:12]=1[NH:17][C:18]1[CH:23]=[CH:22][C:21](I)=[CH:20][C:19]=1[F:25].[BH4-].[Na+].[OH-].[Na+]. (4) Given the product [S:5](=[O:6])(=[O:7])([O:15][CH2:14][CH2:13][CH:12]([CH3:11])[CH2:16][CH3:17])[NH2:8], predict the reactants needed to synthesize it. The reactants are: C(O)=O.Cl[S:5]([N:8]=C=O)(=[O:7])=[O:6].[CH3:11][CH:12]([CH2:16][CH3:17])[CH2:13][CH2:14][OH:15].N1C=CC=CC=1. (5) Given the product [CH3:13][C:4]1[C:3]([CH2:2][NH:1][C:36](=[O:41])[C:37]([CH3:40])([CH3:39])[CH3:38])=[CH:11][CH:10]=[C:9]([CH3:12])[C:5]=1[C:6]([OH:8])=[O:7], predict the reactants needed to synthesize it. The reactants are: [NH2:1][CH2:2][C:3]1[C:4]([CH3:13])=[C:5]([C:9]([CH3:12])=[CH:10][CH:11]=1)[C:6]([OH:8])=[O:7].C[Si](/N=C(/O[Si](C)(C)C)\C(F)(F)F)(C)C.CCN(CC)CC.[C:36](Cl)(=[O:41])[C:37]([CH3:40])([CH3:39])[CH3:38]. (6) Given the product [CH:10]1[C:11]2[NH:12][C:13]3[C:18](=[CH:17][CH:16]=[CH:15][CH:14]=3)[C:19]=2[CH:20]=[C:8]([C:6]([OH:7])=[O:5])[CH:9]=1, predict the reactants needed to synthesize it. The reactants are: O[Li].O.C[O:5][C:6]([C:8]1[CH:9]=[CH:10][C:11]2[NH:12][C:13]3[C:18]([C:19]=2[CH:20]=1)=[CH:17][CH:16]=[CH:15][CH:14]=3)=[O:7].O.Cl.